From a dataset of Reaction yield outcomes from USPTO patents with 853,638 reactions. Predict the reaction yield, written as a fraction of the theoretical maximum amount of product (1.0 means a 100% yield; for example, 0.34 means a 34% yield). The reactants are O.Cl.[NH2:3][C@@H:4]([C:7]([OH:9])=[O:8])[CH2:5][SH:6].[OH:10][C:11]1[CH:18]=[C:17]([OH:19])[CH:16]=[CH:15][C:12]=1[C:13]#N.P([O-])([O-])([O-])=O.C([O-])(O)=O.[Na+]. The catalyst is CO. The product is [OH:10][C:11]1[CH:18]=[C:17]([OH:19])[CH:16]=[CH:15][C:12]=1[C:13]1[S:6][CH2:5][C@H:4]([C:7]([OH:9])=[O:8])[N:3]=1. The yield is 0.660.